This data is from Full USPTO retrosynthesis dataset with 1.9M reactions from patents (1976-2016). The task is: Predict the reactants needed to synthesize the given product. (1) Given the product [C:16]([OH:18])(=[O:17])[CH3:15].[F:11][C:2]([F:1])([F:10])[C:3]1[N:4]=[C:5]([C:8](=[NH:13])[NH2:9])[S:6][CH:7]=1, predict the reactants needed to synthesize it. The reactants are: [F:1][C:2]([F:11])([F:10])[C:3]1[N:4]=[C:5]([C:8]#[N:9])[S:6][CH:7]=1.Cl.[NH2:13]O.[CH3:15][C:16]([O:18]C(C)=O)=[O:17]. (2) The reactants are: [CH3:1][CH:2]([N:4]1[C:12](/[CH:13]=[CH:14]/[C@H:15]([OH:24])[CH2:16][C@H:17]([OH:23])[CH2:18][C:19]([O:21]C)=[O:20])=[C:11]([C:25]2[CH:30]=[CH:29][C:28]([F:31])=[CH:27][CH:26]=2)[C:10]2[C:5]1=[CH:6][CH:7]=[CH:8][CH:9]=2)[CH3:3].[OH-].[Na+:33].C(OCC)(=O)C. Given the product [CH3:3][CH:2]([N:4]1[C:12](/[CH:13]=[CH:14]/[CH:15]([OH:24])[CH2:16][CH:17]([OH:23])[CH2:18][C:19]([O-:21])=[O:20])=[C:11]([C:25]2[CH:26]=[CH:27][C:28]([F:31])=[CH:29][CH:30]=2)[C:10]2[CH:9]=[CH:8][CH:7]=[CH:6][C:5]1=2)[CH3:1].[Na+:33], predict the reactants needed to synthesize it. (3) Given the product [CH2:55]([O:54][CH:49]([C:45]1[CH:44]=[C:43]([CH:48]=[CH:47][CH:46]=1)[CH2:42][C:27]1[N:26]=[C:25]([NH:24][CH2:23][CH2:22][CH2:21][N:20]([CH2:19][CH2:18][CH2:17][NH:16][C:9]([O:11][C:12]([CH3:13])([CH3:14])[CH3:15])=[O:10])[CH3:62])[C:37]2[C:36]3[C:31](=[CH:32][C:33]([C:38]([O:40][CH3:41])=[O:39])=[CH:34][CH:35]=3)[NH:30][C:29]=2[N:28]=1)[C:50]([F:52])([F:53])[F:51])[C:56]1[CH:61]=[CH:60][CH:59]=[CH:58][CH:57]=1, predict the reactants needed to synthesize it. The reactants are: [C:9](O[C:9]([O:11][C:12]([CH3:15])([CH3:14])[CH3:13])=[O:10])([O:11][C:12]([CH3:15])([CH3:14])[CH3:13])=[O:10].[NH2:16][CH2:17][CH2:18][CH2:19][N:20]([CH3:62])[CH2:21][CH2:22][CH2:23][NH:24][C:25]1[C:37]2[C:36]3[C:31](=[CH:32][C:33]([C:38]([O:40][CH3:41])=[O:39])=[CH:34][CH:35]=3)[NH:30][C:29]=2[N:28]=[C:27]([CH2:42][C:43]2[CH:48]=[CH:47][CH:46]=[C:45]([CH:49]([O:54][CH2:55][C:56]3[CH:61]=[CH:60][CH:59]=[CH:58][CH:57]=3)[C:50]([F:53])([F:52])[F:51])[CH:44]=2)[N:26]=1.C(N(CC)CC)C. (4) Given the product [CH3:37][O:36][C:34]([C:2]1[C:3]([O:24][CH3:25])=[CH:4][C:5]2[CH:6]3[CH:11]([CH2:10][CH2:9][CH2:8][CH2:7]3)[CH:12]([C:16]3[CH:17]=[CH:18][C:19]([O:22][CH3:23])=[CH:20][CH:21]=3)[CH2:13][C:14]=2[CH:15]=1)=[O:35], predict the reactants needed to synthesize it. The reactants are: Br[C:2]1[CH:15]=[C:14]2[C:5]([CH:6]3[CH:11]([CH:12]([C:16]4[CH:21]=[CH:20][C:19]([O:22][CH3:23])=[CH:18][CH:17]=4)[CH2:13]2)[CH2:10][CH2:9][CH2:8][CH2:7]3)=[CH:4][C:3]=1[O:24][CH3:25].C[Li].[Li]C(C)(C)C.Cl[C:34]([O:36][CH3:37])=[O:35]. (5) Given the product [NH2:1][C:2]1[N:6]([C:7]2[CH:12]=[CH:11][C:10]([F:13])=[CH:9][CH:8]=2)[N:5]=[CH:4][C:3]=1[C:14]([NH:16][CH2:17][C:18]([OH:19])([CH2:20][NH:26][CH3:25])[C:21]([F:24])([F:22])[F:23])=[O:15], predict the reactants needed to synthesize it. The reactants are: [NH2:1][C:2]1[N:6]([C:7]2[CH:12]=[CH:11][C:10]([F:13])=[CH:9][CH:8]=2)[N:5]=[CH:4][C:3]=1[C:14]([NH:16][CH2:17][C:18]1([C:21]([F:24])([F:23])[F:22])[CH2:20][O:19]1)=[O:15].[CH3:25][NH2:26].